Dataset: Full USPTO retrosynthesis dataset with 1.9M reactions from patents (1976-2016). Task: Predict the reactants needed to synthesize the given product. (1) Given the product [OH:30][C@:26]([C:23]1[CH:22]=[C:21]([CH3:20])[O:25][N:24]=1)([CH3:27])[C:28]#[C:29][C:2]1[CH:7]=[CH:6][N:5]=[C:4]([N:8]2[C:16]3[CH2:15][CH2:14][CH2:13][CH2:12][C:11]=3[C:10]([C:17]([NH2:19])=[O:18])=[N:9]2)[CH:3]=1, predict the reactants needed to synthesize it. The reactants are: I[C:2]1[CH:7]=[CH:6][N:5]=[C:4]([N:8]2[C:16]3[CH2:15][CH2:14][CH2:13][CH2:12][C:11]=3[C:10]([C:17]([NH2:19])=[O:18])=[N:9]2)[CH:3]=1.[CH3:20][C:21]1[O:25][N:24]=[C:23]([C@:26]([OH:30])([C:28]#[CH:29])[CH3:27])[CH:22]=1. (2) Given the product [CH3:1][C:2]1[C:6]([CH2:7][C:8]2[CH:13]=[CH:12][CH:11]=[C:10]([C:14]([F:15])([F:17])[F:16])[C:9]=2[CH3:18])=[C:5]2[NH:19][C:20](=[O:26])[CH2:21][C:22](=[O:23])[N:4]2[N:3]=1, predict the reactants needed to synthesize it. The reactants are: [CH3:1][C:2]1[C:6]([CH2:7][C:8]2[CH:13]=[CH:12][CH:11]=[C:10]([C:14]([F:17])([F:16])[F:15])[C:9]=2[CH3:18])=[C:5]([NH2:19])[NH:4][N:3]=1.[C:20](OC)(=[O:26])[CH2:21][C:22](OC)=[O:23].C[O-].[Na+]. (3) Given the product [CH3:35][N:36]([CH3:37])[C:17]([C:14]1([NH:13][C:11]([C:9]2[CH:8]=[CH:7][C:6]3[N:2]([CH3:1])[C:3]([NH:20][C:21]4[S:22][C:23]5[CH:29]=[C:28]([O:30][C:31]([F:34])([F:32])[F:33])[CH:27]=[CH:26][C:24]=5[N:25]=4)=[N:4][C:5]=3[CH:10]=2)=[O:12])[CH2:15][CH2:16]1)=[O:18], predict the reactants needed to synthesize it. The reactants are: [CH3:1][N:2]1[C:6]2[CH:7]=[CH:8][C:9]([C:11]([NH:13][C:14]3([C:17](O)=[O:18])[CH2:16][CH2:15]3)=[O:12])=[CH:10][C:5]=2[N:4]=[C:3]1[NH:20][C:21]1[S:22][C:23]2[CH:29]=[C:28]([O:30][C:31]([F:34])([F:33])[F:32])[CH:27]=[CH:26][C:24]=2[N:25]=1.[CH3:35][NH:36][CH3:37].CN(C(ON1N=NC2C=CC=CC1=2)=[N+](C)C)C.F[P-](F)(F)(F)(F)F.CCN(C(C)C)C(C)C. (4) Given the product [CH2:33]([O:32][C:30](=[O:31])[CH2:29][O:28][C:22]1[CH:23]=[CH:24][C:25]([Cl:27])=[CH:26][C:21]=1[CH:12]1[C:13]2[C:18](=[CH:17][CH:16]=[CH:15][CH:14]=2)[CH2:19][CH2:20][NH:11]1)[CH3:34], predict the reactants needed to synthesize it. The reactants are: C(OC([N:11]1[CH2:20][CH2:19][C:18]2[C:13](=[CH:14][CH:15]=[CH:16][CH:17]=2)[CH:12]1[C:21]1[CH:26]=[C:25]([Cl:27])[CH:24]=[CH:23][C:22]=1[O:28][CH2:29][C:30]([O:32][CH2:33][CH3:34])=[O:31])=O)C1C=CC=CC=1. (5) Given the product [Br:1][C:2]1[CH:10]=[C:6]([CH3:7])[C:5]([O:24][CH3:21])=[C:4]([CH:3]=1)[C:13]([O:16][CH3:19])=[O:14], predict the reactants needed to synthesize it. The reactants are: [Br:1][C:2]1[CH:3]=[C:4](C)[C:5](O)=[C:6]([CH:10]=1)[C:7](O)=O.[C:13]([O-:16])([O-])=[O:14].[K+].[K+].[CH3:19]I.[C:21]([O-:24])([O-])=O.[Cs+].[Cs+]. (6) Given the product [C:19]([C:18]1[CH:21]=[C:14]([NH:13][C:6]([C:5]2[S:1][C:2]3[CH:12]=[CH:11][CH:10]=[CH:9][C:3]=3[CH:4]=2)=[O:8])[CH:15]=[CH:16][C:17]=1[N:22]1[CH2:27][CH2:26][CH:25]([CH2:28][CH2:29][OH:30])[CH2:24][CH2:23]1)#[N:20], predict the reactants needed to synthesize it. The reactants are: [S:1]1[C:5]([C:6]([OH:8])=O)=[CH:4][C:3]2[CH:9]=[CH:10][CH:11]=[CH:12][C:2]1=2.[NH2:13][C:14]1[CH:15]=[CH:16][C:17]([N:22]2[CH2:27][CH2:26][CH:25]([CH2:28][CH2:29][OH:30])[CH2:24][CH2:23]2)=[C:18]([CH:21]=1)[C:19]#[N:20]. (7) Given the product [CH3:47][O:46][C:39](=[O:45])[CH2:40][CH2:41][C:42]([N:14]1[CH2:13][C@H:12]([NH:11][C:10](=[O:36])[C@@H:8]([N:7]([C:6]([O:5][C:1]([CH3:4])([CH3:2])[CH3:3])=[O:38])[CH3:37])[CH3:9])[C:18](=[O:19])[N:17]([CH2:20][C:21]2[C:30]3[C:25](=[CH:26][CH:27]=[CH:28][CH:29]=3)[CH:24]=[CH:23][C:22]=2[CH3:31])[C:16]2[CH:32]=[CH:33][CH:34]=[CH:35][C:15]1=2)=[O:43], predict the reactants needed to synthesize it. The reactants are: [C:1]([O:5][C:6](=[O:38])[N:7]([CH3:37])[C@H:8]([C:10](=[O:36])[NH:11][C@@H:12]1[C:18](=[O:19])[N:17]([CH2:20][C:21]2[C:30]3[C:25](=[CH:26][CH:27]=[CH:28][CH:29]=3)[CH:24]=[CH:23][C:22]=2[CH3:31])[C:16]2[CH:32]=[CH:33][CH:34]=[CH:35][C:15]=2[NH:14][CH2:13]1)[CH3:9])([CH3:4])([CH3:3])[CH3:2].[C:39]([O:46][CH3:47])(=[O:45])[CH2:40][CH2:41][C:42]([O-])=[O:43].O=P(Cl)(Cl)Cl. (8) Given the product [CH3:39][O:38][CH2:37][CH2:36][O:35][C:32]1[CH:31]=[CH:30][C:29]([NH:28][C:15]2[N:16]=[C:17]([O:18][C:19]3[CH:24]=[CH:23][CH:22]=[C:21]([N+:25]([O-:27])=[O:26])[CH:20]=3)[C:12]3[CH:11]=[CH:10][NH:9][C:13]=3[N:14]=2)=[CH:34][CH:33]=1, predict the reactants needed to synthesize it. The reactants are: C(OC[N:9]1[C:13]2[N:14]=[C:15]([NH:28][C:29]3[CH:34]=[CH:33][C:32]([O:35][CH2:36][CH2:37][O:38][CH3:39])=[CH:31][CH:30]=3)[N:16]=[C:17]([O:18][C:19]3[CH:24]=[CH:23][CH:22]=[C:21]([N+:25]([O-:27])=[O:26])[CH:20]=3)[C:12]=2[CH:11]=[CH:10]1)(=O)C(C)(C)C.[OH-].[Na+].